From a dataset of Reaction yield outcomes from USPTO patents with 853,638 reactions. Predict the reaction yield, written as a fraction of the theoretical maximum amount of product (1.0 means a 100% yield; for example, 0.34 means a 34% yield). (1) The product is [CH3:16][C:12]1[CH:11]=[C:10]([O:8][C:5]2[CH:6]=[CH:7][C:2]([NH2:1])=[CH:3][CH:4]=2)[CH:15]=[CH:14][N:13]=1. The yield is 0.0900. The reactants are [NH2:1][C:2]1[CH:7]=[CH:6][C:5]([OH:8])=[CH:4][CH:3]=1.Cl[C:10]1[CH:15]=[CH:14][N:13]=[C:12]([CH3:16])[CH:11]=1.CN1C(=O)N(C)CCC1.CC(C)([O-])C.[K+]. The catalyst is O. (2) The catalyst is C1COCC1.O. The yield is 1.00. The reactants are C[O:2][C:3](=[O:21])[C:4]1[CH:9]=[CH:8][C:7]([O:10][CH2:11][C:12]2[C:13]([CH2:17][CH2:18][CH2:19][CH3:20])=[N:14][O:15][CH:16]=2)=[N:6][CH:5]=1.O.[OH-].[Li+].CO.Cl. The product is [CH2:17]([C:13]1[C:12]([CH2:11][O:10][C:7]2[CH:8]=[CH:9][C:4]([C:3]([OH:21])=[O:2])=[CH:5][N:6]=2)=[CH:16][O:15][N:14]=1)[CH2:18][CH2:19][CH3:20]. (3) The reactants are Br[C:2]1[CH:3]=[N:4][N:5]([CH3:17])[C:6]=1[C:7]1[CH:8]=[C:9]([C:13]([O:15][CH3:16])=[O:14])[S:10][C:11]=1[CH3:12].[CH3:18]B1OB(C)OB(C)O1.C([O-])([O-])=O.[K+].[K+]. The catalyst is CN(C)C=O.C1C=CC(P(C2C=CC=CC=2)[C-]2C=CC=C2)=CC=1.C1C=CC(P(C2C=CC=CC=2)[C-]2C=CC=C2)=CC=1.Cl[Pd]Cl.[Fe+2]. The product is [CH3:17][N:5]1[C:6]([C:7]2[CH:8]=[C:9]([C:13]([O:15][CH3:16])=[O:14])[S:10][C:11]=2[CH3:12])=[C:2]([CH3:18])[CH:3]=[N:4]1. The yield is 0.580. (4) The reactants are [NH2:1][C:2]1[CH:3]=[C:4]([CH:23]=[CH:24][CH:25]=1)[O:5][C:6]1[CH:20]=[CH:19][C:9]2[N:10]=[C:11]([NH:13][C:14]([CH:16]3[CH2:18][CH2:17]3)=[O:15])[S:12][C:8]=2[C:7]=1[C:21]#[N:22].[F:26][C:27]([F:39])([F:38])[C:28]1[CH:29]=[C:30]([CH2:34][C:35](O)=[O:36])[CH:31]=[CH:32][CH:33]=1.CN(C(ON1N=NC2C=CC=NC1=2)=[N+](C)C)C.F[P-](F)(F)(F)(F)F.N1C=CC=CC=1. The catalyst is C(OCC)(=O)C. The product is [C:21]([C:7]1[C:8]2[S:12][C:11]([NH:13][C:14]([CH:16]3[CH2:18][CH2:17]3)=[O:15])=[N:10][C:9]=2[CH:19]=[CH:20][C:6]=1[O:5][C:4]1[CH:23]=[CH:24][CH:25]=[C:2]([NH:1][C:35](=[O:36])[CH2:34][C:30]2[CH:31]=[CH:32][CH:33]=[C:28]([C:27]([F:38])([F:26])[F:39])[CH:29]=2)[CH:3]=1)#[N:22]. The yield is 0.570. (5) The reactants are [Cl:1][C:2]1[CH:7]=[CH:6][C:5]([C:8]([F:15])([F:14])[C:9]([O:11]CC)=[O:10])=[C:4]([O:16][CH2:17][CH3:18])[CH:3]=1.CO.O.[OH-].[Li+]. The catalyst is O1CCCC1.O. The product is [Cl:1][C:2]1[CH:7]=[CH:6][C:5]([C:8]([F:15])([F:14])[C:9]([OH:11])=[O:10])=[C:4]([O:16][CH2:17][CH3:18])[CH:3]=1. The yield is 0.610. (6) The reactants are [CH2:1]([OH:8])[C:2]1[CH:7]=[CH:6][CH:5]=[CH:4][CH:3]=1.[H-].[Na+].F[C:12]1[CH:17]=[CH:16][C:15]([N+:18]([O-:20])=[O:19])=[C:14]([CH2:21][C:22](OC)([O:24]C)[CH3:23])[C:13]=1[F:28]. The catalyst is CC(N(C)C)=O.Cl. The product is [C:22]([CH2:21][C:14]1[C:13]([F:28])=[C:12]([O:8][CH2:1][C:2]2[CH:7]=[CH:6][CH:5]=[CH:4][CH:3]=2)[CH:17]=[CH:16][C:15]=1[N+:18]([O-:20])=[O:19])(=[O:24])[CH3:23]. The yield is 0.560. (7) The yield is 0.700. The reactants are [F:1][C:2]1[C:11]2[C:6](=[CH:7][CH:8]=[CH:9][CH:10]=2)[C:5]([O:12][S:13]([C:16]([F:19])([F:18])[F:17])(=[O:15])=[O:14])=[C:4]([CH:20]([OH:26])[C:21]([O:23][CH2:24][CH3:25])=[O:22])[C:3]=1[CH3:27].CC(OI1(OC(C)=O)(OC(C)=O)OC(=O)C2C=CC=CC1=2)=O.[O-]S([O-])(=S)=O.[Na+].[Na+]. The catalyst is C(Cl)Cl.O. The product is [F:1][C:2]1[C:11]2[C:6](=[CH:7][CH:8]=[CH:9][CH:10]=2)[C:5]([O:12][S:13]([C:16]([F:19])([F:17])[F:18])(=[O:14])=[O:15])=[C:4]([C:20](=[O:26])[C:21]([O:23][CH2:24][CH3:25])=[O:22])[C:3]=1[CH3:27].